From a dataset of Full USPTO retrosynthesis dataset with 1.9M reactions from patents (1976-2016). Predict the reactants needed to synthesize the given product. (1) Given the product [C:27]([C:29]1[CH:30]=[C:31]([C:32]([NH:2][CH:3]2[CH2:8][CH:7]([C:9]3[CH:14]=[CH:13][C:12]([C:15]([F:17])([F:18])[F:16])=[CH:11][CH:10]=3)[CH2:6][N:5]([C:19]([N:21]3[CH2:22][CH2:23][O:24][CH2:25][CH2:26]3)=[O:20])[CH2:4]2)=[O:33])[CH:35]=[CH:36][CH:37]=1)#[N:28], predict the reactants needed to synthesize it. The reactants are: Cl.[NH2:2][CH:3]1[CH2:8][CH:7]([C:9]2[CH:14]=[CH:13][C:12]([C:15]([F:18])([F:17])[F:16])=[CH:11][CH:10]=2)[CH2:6][N:5]([C:19]([N:21]2[CH2:26][CH2:25][O:24][CH2:23][CH2:22]2)=[O:20])[CH2:4]1.[C:27]([C:29]1[CH:30]=[C:31]([CH:35]=[CH:36][CH:37]=1)[C:32](O)=[O:33])#[N:28]. (2) The reactants are: C([N:8]1[CH2:12][C@@H:11]([CH3:13])[C@@:10]([CH2:29][C:30]([O:32][C:33]([CH3:36])([CH3:35])[CH3:34])=[O:31])([C:14](=[O:28])[NH:15][CH:16]2[CH2:21][CH2:20][N:19]([CH2:22][CH:23]([F:27])[CH2:24][CH2:25][CH3:26])[CH2:18][CH2:17]2)[CH2:9]1)C1C=CC=CC=1.CO.Br[CH2:40][C:41]1[C:46]([C:47]([F:50])([F:49])[F:48])=[CH:45][CH:44]=[CH:43][C:42]=1[Cl:51].C(=O)([O-])[O-].[K+].[K+]. Given the product [Cl:51][C:42]1[CH:43]=[CH:44][CH:45]=[C:46]([C:47]([F:50])([F:49])[F:48])[C:41]=1[CH2:40][N:8]1[CH2:12][C@@H:11]([CH3:13])[C@@:10]([CH2:29][C:30]([O:32][C:33]([CH3:35])([CH3:34])[CH3:36])=[O:31])([C:14](=[O:28])[NH:15][CH:16]2[CH2:21][CH2:20][N:19]([CH2:22][CH:23]([F:27])[CH2:24][CH2:25][CH3:26])[CH2:18][CH2:17]2)[CH2:9]1, predict the reactants needed to synthesize it. (3) Given the product [C:1]([O:4][CH2:5][CH:6]([OH:20])[C@@H:7]([NH:12][C:13]([O:15][C:16]([CH3:17])([CH3:19])[CH3:18])=[O:14])[CH2:8][CH:9]([CH3:11])[CH3:10])(=[O:3])[CH3:2], predict the reactants needed to synthesize it. The reactants are: [C:1]([O:4][CH:5](SC)[C:6](=[O:20])[C@@H:7]([NH:12][C:13]([O:15][C:16]([CH3:19])([CH3:18])[CH3:17])=[O:14])[CH2:8][CH:9]([CH3:11])[CH3:10])(=[O:3])[CH3:2].CCO.[BH4-].[Na+].Cl. (4) Given the product [CH3:5][N:6]1[CH2:10][CH2:9][N:8]([C:7]([NH:38][C:21]2[CH:20]=[C:19]([CH3:18])[C:24]([O:25][C:26]3[CH:31]=[CH:30][N:29]=[C:28]([C:32]4[CH:33]=[N:34][N:35]([CH3:37])[CH:36]=4)[CH:27]=3)=[CH:23][N:22]=2)=[O:11])[C:1]1=[O:2], predict the reactants needed to synthesize it. The reactants are: [C:1](Cl)(Cl)=[O:2].[CH3:5][N:6]1[CH2:10][CH2:9][NH:8][C:7]1=[O:11].N1C=CC=CC=1.[CH3:18][C:19]1[C:24]([O:25][C:26]2[CH:31]=[CH:30][N:29]=[C:28]([C:32]3[CH:33]=[N:34][N:35]([CH3:37])[CH:36]=3)[CH:27]=2)=[CH:23][N:22]=[C:21]([NH2:38])[CH:20]=1.CCN(C(C)C)C(C)C. (5) Given the product [Br:27][C:14]1[CH:13]=[C:12]2[C:17]([CH:18]=[C:9]([OH:8])[C:10]([N:29]3[S:33](=[O:35])(=[O:34])[NH:32][C:31](=[O:36])[CH2:30]3)=[C:11]2[F:28])=[CH:16][C:15]=1[OH:19], predict the reactants needed to synthesize it. The reactants are: C([O:8][C:9]1[C:10]([N:29]2[S:33](=[O:35])(=[O:34])[NH:32][C:31](=[O:36])[CH2:30]2)=[C:11]([F:28])[C:12]2[C:17]([CH:18]=1)=[CH:16][C:15]([O:19]CC1C=CC=CC=1)=[C:14]([Br:27])[CH:13]=2)C1C=CC=CC=1.B(Br)(Br)Br. (6) Given the product [F:1][CH:2]([F:17])[C:3]1[CH:8]=[CH:7][CH:6]=[CH:5][C:4]=1[C:9]1[CH:14]=[CH:13][C:12]([CH2:15][NH2:16])=[CH:11][CH:10]=1, predict the reactants needed to synthesize it. The reactants are: [F:1][CH:2]([F:17])[C:3]1[CH:8]=[CH:7][CH:6]=[CH:5][C:4]=1[C:9]1[CH:14]=[CH:13][C:12]([C:15]#[N:16])=[CH:11][CH:10]=1. (7) Given the product [O:6]=[C:7]1[CH:14]2[CH2:15][C:10]3([C:18]([OH:20])=[O:19])[CH2:11][CH:12]([CH2:16][CH:8]1[CH2:9]3)[CH2:13]2, predict the reactants needed to synthesize it. The reactants are: S(=O)(=O)(O)O.[O:6]=[C:7]1[CH:14]2[CH2:15][C:10]3(O)[CH2:11][CH:12]([CH2:16][CH:8]1[CH2:9]3)[CH2:13]2.[CH:18]([OH:20])=[O:19]. (8) Given the product [CH3:93][O:97][C:98]([NH:100][C@@H:105]([CH:104]([CH3:103])[CH3:109])[C:83]([N:85]1[CH2:89][CH2:88][CH2:87][C@H:86]1[C:90]1[NH:114][C:115]([C:119]2[CH:121]=[C:69]([C:25]3[CH:26]=[C:27]4[C:32](=[CH:33][CH:34]=3)[CH:31]=[C:30]([C:35]3[NH:36][C:37]([C@@H:40]5[CH2:44][CH2:43][CH2:42][N:41]5[C:45](=[O:58])[C@@H:46]([NH:53][C:54](=[O:55])[O:56][CH3:57])[CH:47]([CH3:52])[CH3:48])=[N:38][CH:39]=3)[CH:29]=[CH:28]4)[CH:68]=[CH:73][CH:120]=2)=[CH:116][N:126]=1)=[O:84])=[O:99], predict the reactants needed to synthesize it. The reactants are: COC(=O)NC(C1CCOCC1)C(N1C(C2NC(C3C=CC([C:25]4[CH:34]=[CH:33][C:32]5[C:27](=[CH:28][CH:29]=[C:30]([C:35]6[NH:36][C:37]([CH:40]7[CH2:44][CH2:43][CH2:42][N:41]7[C:45](=[O:58])[CH:46]([NH:53][C:54]([O:56][CH3:57])=[O:55])[C:47]7[CH:52]=CC=C[CH:48]=7)=[N:38][CH:39]=6)[CH:31]=5)[CH:26]=4)=CC=3)=CN=2)C2CC1CC2)=O.Br[C:68]1[CH:73]=CC(C(=O)CCl)=C[CH:69]=1.C(O[C:83]([N:85]1[CH2:89][CH2:88][CH2:87][CH:86]1[C:90](O)=O)=[O:84])(C)(C)C.[C:93]([O:97][C:98]([N:100]1[CH:105](C(O)=O)[CH:104]2[CH2:109]C1C[CH2:103]2)=[O:99])(C)(C)C.COC([NH:114][C@@H:115]([CH:119]([CH3:121])[CH3:120])[C:116](O)=O)=O.COC([NH:126]C(C1CCOCC1)C(O)=O)=O. (9) Given the product [NH2:28][C:21]1[C:15]2[C:14]([O:13][CH2:12][CH2:11][CH2:10][CH2:9][CH2:8][CH2:7][CH2:6][CH2:5][OH:4])=[CH:19][CH:18]=[CH:17][C:16]=2[NH:20][S:23](=[O:26])(=[O:25])[N:22]=1, predict the reactants needed to synthesize it. The reactants are: C([O:4][CH2:5][CH2:6][CH2:7][CH2:8][CH2:9][CH2:10][CH2:11][CH2:12][O:13][C:14]1[CH:19]=[CH:18][CH:17]=[C:16]([NH2:20])[C:15]=1[C:21]#[N:22])(=O)C.[S:23](Cl)(=[O:26])(=[O:25])N.[N:28]1C=CC=CC=1.[OH-].[Na+].